This data is from Full USPTO retrosynthesis dataset with 1.9M reactions from patents (1976-2016). The task is: Predict the reactants needed to synthesize the given product. Given the product [Br:11][CH:5]1[C:4]([CH3:9])([CH3:8])[O:3][C:2]([CH3:10])([CH3:1])[C:6]1=[O:7], predict the reactants needed to synthesize it. The reactants are: [CH3:1][C:2]1([CH3:10])[C:6](=[O:7])[CH2:5][C:4]([CH3:9])([CH3:8])[O:3]1.[Br:11]Br.